This data is from Forward reaction prediction with 1.9M reactions from USPTO patents (1976-2016). The task is: Predict the product of the given reaction. (1) Given the reactants [F-].C([N+](CCCC)(CCCC)CCCC)CCC.O1CCCC1.[Si]([O:31][CH2:32][C:33]1[C:34]2[N:35]([N:42]=[C:43]([C:45]([F:48])([F:47])[F:46])[CH:44]=2)[C:36]([CH2:39][O:40][CH3:41])=[CH:37][CH:38]=1)(C(C)(C)C)(C)C.O, predict the reaction product. The product is: [OH:31][CH2:32][C:33]1[C:34]2[N:35]([N:42]=[C:43]([C:45]([F:48])([F:47])[F:46])[CH:44]=2)[C:36]([CH2:39][O:40][CH3:41])=[CH:37][CH:38]=1. (2) The product is: [CH3:12][C:11]1([CH3:13])[S:14][CH2:3][CH2:2][NH:10][C@H:9]1[C:8]([O:7][CH3:6])=[O:15]. Given the reactants Br[CH2:2][CH2:3]Br.Cl.[CH3:6][O:7][C:8](=[O:15])[C@@H:9]([C:11]([SH:14])([CH3:13])[CH3:12])[NH2:10].C(=O)(O)[O-].[Na+], predict the reaction product. (3) Given the reactants [NH2:1][C:2]1[CH:9]=[CH:8][C:7]([Cl:10])=[CH:6][C:3]=1[C:4]#N.[Cl:11][C:12]1[CH:13]=[C:14]([Mg]Br)[CH:15]=[CH:16][CH:17]=1.C([O:22]CC)C, predict the reaction product. The product is: [NH2:1][C:2]1[CH:9]=[CH:8][C:7]([Cl:10])=[CH:6][C:3]=1[C:4]([C:16]1[CH:15]=[CH:14][CH:13]=[C:12]([Cl:11])[CH:17]=1)=[O:22]. (4) Given the reactants [CH3:1][C:2]1[C:11]2[C:6](=[CH:7][CH:8]=[CH:9][CH:10]=2)[CH:5]=[N+:4]([O-])[CH:3]=1.O=P(Cl)(Cl)[Cl:15], predict the reaction product. The product is: [Cl:15][C:5]1[C:6]2[C:11](=[CH:10][CH:9]=[CH:8][CH:7]=2)[C:2]([CH3:1])=[CH:3][N:4]=1. (5) Given the reactants [CH3:1][O:2][C:3]1[CH:8]=[CH:7][C:6]([C:9]2[N:10]=[N:11][C:12]([CH3:15])=[CH:13][CH:14]=2)=[C:5]([C:16]([F:19])([F:18])[F:17])[CH:4]=1.[Cl:20]N1C(=O)N(Cl)C(=O)N(Cl)C1=O, predict the reaction product. The product is: [Cl:20][CH2:15][C:12]1[N:11]=[N:10][C:9]([C:6]2[CH:7]=[CH:8][C:3]([O:2][CH3:1])=[CH:4][C:5]=2[C:16]([F:19])([F:18])[F:17])=[CH:14][CH:13]=1. (6) The product is: [F:54][C:53]([F:56])([F:55])[C:51]([OH:57])=[O:52].[CH3:1][O:2][C:3](=[O:45])[CH2:4][NH:5][C:6](=[O:44])[C@H:7]([CH2:39][O:40][CH2:41][CH:42]=[CH2:43])[NH:8][C:9](=[O:38])[C@H:10]([CH:35]([CH3:36])[CH3:37])[NH:11][C:12](=[O:34])[C@H:13]([CH:31]([CH3:33])[CH3:32])[NH:14][C:15](=[O:30])[C@H:16]([CH2:25][O:26][CH2:27][CH:28]=[CH2:29])[NH2:17]. Given the reactants [CH3:1][O:2][C:3](=[O:45])[CH2:4][NH:5][C:6](=[O:44])[C@H:7]([CH2:39][O:40][CH2:41][CH:42]=[CH2:43])[NH:8][C:9](=[O:38])[C@H:10]([CH:35]([CH3:37])[CH3:36])[NH:11][C:12](=[O:34])[C@H:13]([CH:31]([CH3:33])[CH3:32])[NH:14][C:15](=[O:30])[C@H:16]([CH2:25][O:26][CH2:27][CH:28]=[CH2:29])[NH:17]C(OC(C)(C)C)=O.CCOCC.[C:51]([OH:57])([C:53]([F:56])([F:55])[F:54])=[O:52], predict the reaction product.